This data is from Full USPTO retrosynthesis dataset with 1.9M reactions from patents (1976-2016). The task is: Predict the reactants needed to synthesize the given product. The reactants are: [OH:1][C:2]1[CH:3]=[C:4]([CH:10]=[CH:11][CH:12]=1)[C:5]([O:7]CC)=[O:6].[CH3:13][C:14]([CH3:18])=[CH:15][CH2:16]Br.C(=O)([O-])[O-].[K+].[K+]. Given the product [CH3:13][C:14]([CH3:18])=[CH:15][CH2:16][O:1][C:2]1[CH:3]=[C:4]([CH:10]=[CH:11][CH:12]=1)[C:5]([OH:7])=[O:6], predict the reactants needed to synthesize it.